From a dataset of Forward reaction prediction with 1.9M reactions from USPTO patents (1976-2016). Predict the product of the given reaction. (1) Given the reactants Br[C:2]1[CH:3]=[C:4]2[C:8](=[CH:9][CH:10]=1)[N:7]([S:11]([C:14]1[CH:19]=[CH:18][C:17]([N+:20]([O-:22])=[O:21])=[CH:16][CH:15]=1)(=[O:13])=[O:12])[CH2:6][C:5]2([CH3:24])[CH3:23].[F:25][C:26]([F:37])([F:36])[C:27]1[CH:32]=[CH:31][C:30](B(O)O)=[CH:29][CH:28]=1.C(=O)([O-])[O-].[K+].[K+], predict the reaction product. The product is: [CH3:23][C:5]1([CH3:24])[C:4]2[C:8](=[CH:9][CH:10]=[C:2]([C:30]3[CH:31]=[CH:32][C:27]([C:26]([F:37])([F:36])[F:25])=[CH:28][CH:29]=3)[CH:3]=2)[N:7]([S:11]([C:14]2[CH:19]=[CH:18][C:17]([N+:20]([O-:22])=[O:21])=[CH:16][CH:15]=2)(=[O:13])=[O:12])[CH2:6]1. (2) Given the reactants [F:1][C:2]1[CH:3]=[CH:4][C:5]([CH2:8][O:9][C:10]2[CH:15]=[CH:14][N:13]([C:16]3[CH:24]=[C:23]4[C:19]([C:20]5[CH2:30][CH2:29][CH2:28][N:27](C(OC(C)(C)C)=O)[CH2:26][C:21]=5[N:22]4[CH3:25])=[CH:18][CH:17]=3)[C:12](=[O:38])[CH:11]=2)=[N:6][CH:7]=1.C[OH:40].[CH2:41]([Cl:43])[Cl:42].Cl, predict the reaction product. The product is: [CH2:41]([Cl:43])[Cl:42].[CH3:8][OH:9].[NH4+:6].[OH-:40].[F:1][C:2]1[CH:3]=[CH:4][C:5]([CH2:8][O:9][C:10]2[CH:15]=[CH:14][N:13]([C:16]3[CH:24]=[C:23]4[C:19]([C:20]5[CH2:30][CH2:29][CH2:28][NH:27][CH2:26][C:21]=5[N:22]4[CH3:25])=[CH:18][CH:17]=3)[C:12](=[O:38])[CH:11]=2)=[N:6][CH:7]=1. (3) Given the reactants Br[C:2]1[CH:3]=[C:4]([CH:15]=[CH:16][CH:17]=1)[CH2:5][N:6]([CH3:14])[C:7](=[O:13])[O:8][C:9]([CH3:12])([CH3:11])[CH3:10].[B:18]1([B:18]2[O:22][C:21]([CH3:24])([CH3:23])[C:20]([CH3:26])([CH3:25])[O:19]2)[O:22][C:21]([CH3:24])([CH3:23])[C:20]([CH3:26])([CH3:25])[O:19]1.C([O-])(=O)C.[K+].C(Cl)Cl, predict the reaction product. The product is: [CH3:14][N:6]([CH2:5][C:4]1[CH:15]=[CH:16][CH:17]=[C:2]([B:18]2[O:22][C:21]([CH3:24])([CH3:23])[C:20]([CH3:26])([CH3:25])[O:19]2)[CH:3]=1)[C:7](=[O:13])[O:8][C:9]([CH3:12])([CH3:11])[CH3:10]. (4) Given the reactants C([N:8]1[CH:12]=[C:11]([C:13]2[N:18]=[CH:17][C:16]([NH2:19])=[C:15]([C:20]3[C:21](F)=[N:22][CH:23]=[C:24]([C:26]4[CH:31]=[CH:30][C:29]([CH2:32][N:33]5[CH2:38][CH2:37][CH2:36][CH2:35][CH2:34]5)=[CH:28][CH:27]=4)[CH:25]=3)[CH:14]=2)[N:10]=[N:9]1)C1C=CC=CC=1.C[Si]([N-][Si](C)(C)C)(C)C.[Na+], predict the reaction product. The product is: [NH:8]1[CH:12]=[C:11]([C:13]2[N:18]=[CH:17][C:16]3[NH:19][C:21]4[N:22]=[CH:23][C:24]([C:26]5[CH:31]=[CH:30][C:29]([CH2:32][N:33]6[CH2:38][CH2:37][CH2:36][CH2:35][CH2:34]6)=[CH:28][CH:27]=5)=[CH:25][C:20]=4[C:15]=3[CH:14]=2)[N:10]=[N:9]1. (5) The product is: [NH2:32][C:27]1[C:26]2=[CH:25][CH:24]=[C:23]([C@@H:11]3[O:12][C@H:13]([CH2:14][OH:15])[C@@H:9]([O:8][Si:1]([C:4]([CH3:7])([CH3:6])[CH3:5])([CH3:2])[CH3:3])[CH2:10]3)[N:31]2[N:30]=[CH:29][N:28]=1. Given the reactants [Si:1]([O:8][C@@H:9]1[C@@H:13]([CH2:14][O:15][Si](C(C)(C)C)(C)C)[O:12][C@@H:11]([C:23]2[N:31]3[C:26]([C:27]([NH2:32])=[N:28][CH:29]=[N:30]3)=[CH:25][CH:24]=2)[CH2:10]1)([C:4]([CH3:7])([CH3:6])[CH3:5])([CH3:3])[CH3:2].O.C(O)(C(F)(F)F)=O.C(=O)(O)[O-].[Na+], predict the reaction product. (6) Given the reactants [F:1][C:2]1[CH:3]=[C:4]2[C:9](=[CH:10][CH:11]=1)[N:8]=[C:7]([CH3:12])[CH:6]=[CH:5]2.[Al+3].[Cl-].[Cl-].[Cl-].[Br:17]Br, predict the reaction product. The product is: [Br:17][C:3]1[C:2]([F:1])=[CH:11][CH:10]=[C:9]2[C:4]=1[CH:5]=[CH:6][C:7]([CH3:12])=[N:8]2. (7) Given the reactants [C:1]([C:3]1[C:4]([O:28][CH3:29])=[C:5]([CH:10]([OH:27])[CH2:11][N:12]2[CH2:17][CH2:16][N:15]([C:18]([O:20][C:21]([CH3:24])([CH3:23])[CH3:22])=[O:19])[CH2:14][C@H:13]2[CH2:25]O)[CH:6]=[CH:7][C:8]=1[F:9])#[N:2].C(C=P(CCCC)(CCCC)CCCC)#N, predict the reaction product. The product is: [C:1]([C:3]1[C:4]([O:28][CH3:29])=[C:5]([CH:10]2[O:27][CH2:25][C@@H:13]3[CH2:14][N:15]([C:18]([O:20][C:21]([CH3:22])([CH3:24])[CH3:23])=[O:19])[CH2:16][CH2:17][N:12]3[CH2:11]2)[CH:6]=[CH:7][C:8]=1[F:9])#[N:2]. (8) Given the reactants [C:1]([C:4]1[CH:9]=[CH:8][C:7]([C:10]2[CH:15]=[CH:14][C:13]([CH2:16][C@H:17]([NH:32][C:33]([C@H:35]3[CH2:40][CH2:39][C@H:38]([CH2:41][NH:42]C(=O)OC(C)(C)C)[CH2:37][CH2:36]3)=[O:34])[C:18](=[O:31])[NH:19][C:20]3[CH:25]=[CH:24][C:23]([C:26]4[N:27]=[N:28][NH:29][N:30]=4)=[CH:22][CH:21]=3)=[CH:12][CH:11]=2)=[C:6]([CH3:50])[CH:5]=1)(=[O:3])[NH2:2].[ClH:51], predict the reaction product. The product is: [ClH:51].[NH2:42][CH2:41][C@H:38]1[CH2:37][CH2:36][C@H:35]([C:33]([NH:32][C@H:17]([C:18](=[O:31])[NH:19][C:20]2[CH:25]=[CH:24][C:23]([C:26]3[N:27]=[N:28][NH:29][N:30]=3)=[CH:22][CH:21]=2)[CH2:16][C:13]2[CH:12]=[CH:11][C:10]([C:7]3[CH:8]=[CH:9][C:4]([C:1]([NH2:2])=[O:3])=[CH:5][C:6]=3[CH3:50])=[CH:15][CH:14]=2)=[O:34])[CH2:40][CH2:39]1. (9) Given the reactants [Cl:1][C:2]1[C:7]([O:8][CH3:9])=[CH:6][C:5]([O:10][CH3:11])=[C:4]([Cl:12])[C:3]=1[C:13]1[C:24](=[O:25])[N:23]([CH2:26][CH2:27][N:28]2[CH2:33][CH2:32][CH2:31][C@@H:30]([NH:34]C(=O)OC(C)(C)C)[CH2:29]2)[C:16]2[N:17]=[C:18]([NH:21][CH3:22])[N:19]=[CH:20][C:15]=2[CH:14]=1.C(O)(C(F)(F)F)=O.C([O-])(O)=O.[Na+], predict the reaction product. The product is: [NH2:34][C@@H:30]1[CH2:31][CH2:32][CH2:33][N:28]([CH2:27][CH2:26][N:23]2[C:16]3[N:17]=[C:18]([NH:21][CH3:22])[N:19]=[CH:20][C:15]=3[CH:14]=[C:13]([C:3]3[C:4]([Cl:12])=[C:5]([O:10][CH3:11])[CH:6]=[C:7]([O:8][CH3:9])[C:2]=3[Cl:1])[C:24]2=[O:25])[CH2:29]1.